Dataset: Reaction yield outcomes from USPTO patents with 853,638 reactions. Task: Predict the reaction yield, written as a fraction of the theoretical maximum amount of product (1.0 means a 100% yield; for example, 0.34 means a 34% yield). (1) The reactants are [Cl:1][C:2]1[CH:9]=[CH:8][C:5]([CH2:6]Cl)=[C:4]([O:10][CH3:11])[CH:3]=1.[C-:12]#[N:13].[Na+]. The catalyst is C(O)C.O. The product is [Cl:1][C:2]1[CH:9]=[CH:8][C:5]([CH2:6][C:12]#[N:13])=[C:4]([O:10][CH3:11])[CH:3]=1. The yield is 0.360. (2) The reactants are C([O:3][C:4](=[O:33])[CH2:5][C:6]([NH:8][C:9]1[CH:14]=[C:13]([Br:15])[C:12]([O:16][C:17]2[CH:22]=[C:21]([CH:23]([CH3:25])[CH3:24])[C:20]([OH:26])=[C:19]([CH3:27])[CH:18]=2)=[C:11]([Br:28])[C:10]=1[C:29]([F:32])([F:31])[F:30])=[O:7])C.[Li+].[OH-].Cl. The catalyst is C1COCC1. The product is [Br:28][C:11]1[C:10]([C:29]([F:32])([F:30])[F:31])=[C:9]([NH:8][C:6](=[O:7])[CH2:5][C:4]([OH:33])=[O:3])[CH:14]=[C:13]([Br:15])[C:12]=1[O:16][C:17]1[CH:22]=[C:21]([CH:23]([CH3:24])[CH3:25])[C:20]([OH:26])=[C:19]([CH3:27])[CH:18]=1. The yield is 0.420. (3) The reactants are [F:1][C:2]1[CH:3]=[C:4]([CH2:11]O)[CH:5]=[C:6]([F:10])[C:7]=1[S:8][CH3:9].CS([Cl:17])(=O)=O.C(N(C(C)C)CC)(C)C.Cl. The catalyst is ClCCl. The product is [Cl:17][CH2:11][C:4]1[CH:5]=[C:6]([F:10])[C:7]([S:8][CH3:9])=[C:2]([F:1])[CH:3]=1. The yield is 0.950. (4) The reactants are CC([Si](C1C=CC=CC=1)(C1C=CC=CC=1)[O:6][C:7]1[C:15]2[N:14]=[C:13]([CH3:16])[N:12]([CH2:17][C:18]3[C:27]4[C:22](=[CH:23][CH:24]=[CH:25][CH:26]=4)[CH:21]=[CH:20][CH:19]=3)[C:11]=2[CH:10]=[C:9]([N:28]2[CH2:33][CH2:32][O:31][CH2:30][CH2:29]2)[CH:8]=1)(C)C.CCCC[N+](CCCC)(CCCC)CCCC.[F-]. The catalyst is C1COCC1. The product is [CH3:16][C:13]1[N:12]([CH2:17][C:18]2[C:27]3[C:22](=[CH:23][CH:24]=[CH:25][CH:26]=3)[CH:21]=[CH:20][CH:19]=2)[C:11]2[CH:10]=[C:9]([N:28]3[CH2:33][CH2:32][O:31][CH2:30][CH2:29]3)[CH:8]=[C:7]([OH:6])[C:15]=2[N:14]=1. The yield is 0.940. (5) The reactants are C[O:2][C:3](=O)[CH2:4][CH2:5][CH:6]([C:32](=[O:34])[NH2:33])[N:7]1[CH2:15][C:14]2[C:9](=[CH:10][CH:11]=[CH:12][C:13]=2[O:16][CH2:17][C:18]2[CH:23]=[CH:22][C:21]([CH2:24][N:25]3[CH2:30][CH2:29][O:28][CH2:27][CH2:26]3)=[CH:20][CH:19]=2)[C:8]1=[O:31].CC(C)([O-])C.[K+].Cl.C([O-])(O)=O.[Na+]. The catalyst is C1COCC1. The product is [O:28]1[CH2:29][CH2:30][N:25]([CH2:24][C:21]2[CH:20]=[CH:19][C:18]([CH2:17][O:16][C:13]3[CH:12]=[CH:11][CH:10]=[C:9]4[C:14]=3[CH2:15][N:7]([CH:6]3[CH2:5][CH2:4][C:3](=[O:2])[NH:33][C:32]3=[O:34])[C:8]4=[O:31])=[CH:23][CH:22]=2)[CH2:26][CH2:27]1. The yield is 0.730.